Dataset: Catalyst prediction with 721,799 reactions and 888 catalyst types from USPTO. Task: Predict which catalyst facilitates the given reaction. (1) Reactant: [C:1]1([CH:7]2[O:11][N:10]=[C:9]([C:12]3[N:13]=[C:14]([CH:17]4[CH2:22][CH2:21][N:20]([C:23](=[S:33])[NH:24][C:25]5[CH:30]=[C:29]([CH3:31])[CH:28]=[CH:27][C:26]=5[CH3:32])[CH2:19][CH2:18]4)[S:15][CH:16]=3)[CH2:8]2)[CH:6]=[CH:5][CH:4]=[CH:3][CH:2]=1.[CH3:34]I. Product: [C:1]1([CH:7]2[O:11][N:10]=[C:9]([C:12]3[N:13]=[C:14]([CH:17]4[CH2:18][CH2:19][N:20]([C:23]([S:33][CH3:34])=[N:24][C:25]5[CH:30]=[C:29]([CH3:31])[CH:28]=[CH:27][C:26]=5[CH3:32])[CH2:21][CH2:22]4)[S:15][CH:16]=3)[CH2:8]2)[CH:6]=[CH:5][CH:4]=[CH:3][CH:2]=1. The catalyst class is: 4. (2) Reactant: [OH-].[Li+].[CH3:3][N:4]([CH2:15][C:16]([O:18]C)=[O:17])[S:5]([C:8]1[CH:13]=[CH:12][C:11]([CH3:14])=[CH:10][CH:9]=1)(=[O:7])=[O:6]. Product: [CH3:3][N:4]([CH2:15][C:16]([OH:18])=[O:17])[S:5]([C:8]1[CH:9]=[CH:10][C:11]([CH3:14])=[CH:12][CH:13]=1)(=[O:6])=[O:7]. The catalyst class is: 200. (3) Reactant: [F:1][C:2]([F:19])([F:18])[C:3]1[N:7]([C:8]2[CH:17]=[CH:16][C:11]([C:12]([O:14]C)=[O:13])=[CH:10][CH:9]=2)[N:6]=[N:5][N:4]=1.[OH-].[Li+].Cl. Product: [F:19][C:2]([F:1])([F:18])[C:3]1[N:7]([C:8]2[CH:17]=[CH:16][C:11]([C:12]([OH:14])=[O:13])=[CH:10][CH:9]=2)[N:6]=[N:5][N:4]=1. The catalyst class is: 87.